Dataset: Reaction yield outcomes from USPTO patents with 853,638 reactions. Task: Predict the reaction yield, written as a fraction of the theoretical maximum amount of product (1.0 means a 100% yield; for example, 0.34 means a 34% yield). (1) The product is [O:1]1[CH:5]=[CH:4][C:3]([C:6]([NH:8][C:9]2[CH:10]=[CH:11][C:12]([CH3:25])=[C:13]([C:15]3[CH:20]=[CH:19][C:18]([C:21]([OH:23])=[O:22])=[CH:17][CH:16]=3)[CH:14]=2)=[O:7])=[CH:2]1. The catalyst is C1COCC1.O. The reactants are [O:1]1[CH:5]=[CH:4][C:3]([C:6]([NH:8][C:9]2[CH:10]=[CH:11][C:12]([CH3:25])=[C:13]([C:15]3[CH:20]=[CH:19][C:18]([C:21]([O:23]C)=[O:22])=[CH:17][CH:16]=3)[CH:14]=2)=[O:7])=[CH:2]1.O.[OH-].[Li+]. The yield is 0.770. (2) The reactants are [CH2:1]([O:3][C:4]([C:6]1[C:15](=[O:16])[C:14]2[C:9](=[C:10](Br)[CH:11]=[CH:12][C:13]=2[O:17][CH3:18])[NH:8][CH:7]=1)=[O:5])[CH3:2].C([O-])(=O)C.[Na+]. The catalyst is C(O)(=O)C.[Pd]. The product is [CH2:1]([O:3][C:4]([C:6]1[C:15](=[O:16])[C:14]2[C:9](=[CH:10][CH:11]=[CH:12][C:13]=2[O:17][CH3:18])[NH:8][CH:7]=1)=[O:5])[CH3:2]. The yield is 0.570. (3) The reactants are [C:1]1([C:7]2[N:11]([S:12]([C:15]3[CH:20]=[CH:19][C:18]([O:21][C:22]([F:25])([F:24])[F:23])=[CH:17][CH:16]=3)(=[O:14])=[O:13])[CH:10]=[C:9]([C:26](OCC)=[O:27])[CH:8]=2)[CH:6]=[CH:5][CH:4]=[CH:3][CH:2]=1.[H-].C([Al+]CC(C)C)C(C)C.Cl. The catalyst is O1CCCC1.C1(C)C=CC=CC=1.C(OCC)(=O)C. The product is [C:1]1([C:7]2[N:11]([S:12]([C:15]3[CH:16]=[CH:17][C:18]([O:21][C:22]([F:25])([F:23])[F:24])=[CH:19][CH:20]=3)(=[O:13])=[O:14])[CH:10]=[C:9]([CH2:26][OH:27])[CH:8]=2)[CH:2]=[CH:3][CH:4]=[CH:5][CH:6]=1. The yield is 0.590. (4) The reactants are [Br:1][C:2]1[CH:3]=[C:4]2[C:8](=[CH:9][CH:10]=1)[NH:7][C:6](=[O:11])[CH2:5]2.[CH2:12]([N:14]([CH2:29][CH3:30])[CH2:15][CH2:16][NH:17][C:18]([C:20]1[C:24]([CH3:25])=[C:23]([CH:26]=O)[NH:22][C:21]=1[CH3:28])=[O:19])[CH3:13]. No catalyst specified. The product is [CH2:29]([N:14]([CH2:12][CH3:13])[CH2:15][CH2:16][NH:17][C:18]([C:20]1[C:24]([CH3:25])=[C:23]([CH:26]=[C:5]2[C:4]3[C:8](=[CH:9][CH:10]=[C:2]([Br:1])[CH:3]=3)[NH:7][C:6]2=[O:11])[NH:22][C:21]=1[CH3:28])=[O:19])[CH3:30]. The yield is 0.260.